This data is from Experimentally validated miRNA-target interactions with 360,000+ pairs, plus equal number of negative samples. The task is: Binary Classification. Given a miRNA mature sequence and a target amino acid sequence, predict their likelihood of interaction. (1) The miRNA is hsa-miR-6516-5p with sequence UUUGCAGUAACAGGUGUGAGCA. The protein sequence of the target gene is MDSYDLFRRLGAGAKFDVKRFSADATRFQVGKRKFDSESLEVLKGLDFFGNKKSVSDECGALQIHQEPPNEEKTQGVLLERSKEPKKKKRKKMTSEVPAQEDFDGGIQWTSSVEAKLQDEKVSGEKKLTSGKLEHLRKEKVNFFRNKHKIHVQGTDLPDPIATFQQLDQEYKINSRLLQNILDAGFQVPTPIQMQAIPVMLHGRELLASAPTGSGKTLAFSIPILMQLKQPTNKGFRALVISPTRELASQIHRELIKISEGTGFRIHMIHKAAIAAKKFGPKSSKKFDILVTTPNRLIYL.... Result: 0 (no interaction). (2) The miRNA is mmu-miR-326-3p with sequence CCUCUGGGCCCUUCCUCCAGU. The protein sequence of the target gene is MEPEFLYDLLQLPKGVEPPAEEELSKGGKKKYLPPTSRKDPKFEELQKVLMEWINATLLPEHIVVRSLEEDMFDGLILHHLFQRLAALKLEAEDIALTATSQKHKLTVVLEAVNRSLQLEEWQAKWSVESIFNKDLLSTLHLLVALAKRFQPDLSLPTNVQVEVITIESTKSGLKSEKLVEQLTEYSTDKDEPPKDVFDELFKLAPEKVNAVKEAIVNFVNQKLDRLGLSVQNLDTQFADGVILLLLIGQLEGFFLHLKEFYLTPNSPAEMLHNVTLALELLKDEGLLSCPVSPEDIVNK.... Result: 0 (no interaction).